Dataset: NCI-60 drug combinations with 297,098 pairs across 59 cell lines. Task: Regression. Given two drug SMILES strings and cell line genomic features, predict the synergy score measuring deviation from expected non-interaction effect. (1) Drug 1: CN(CC1=CN=C2C(=N1)C(=NC(=N2)N)N)C3=CC=C(C=C3)C(=O)NC(CCC(=O)O)C(=O)O. Drug 2: C1CC(=O)NC(=O)C1N2C(=O)C3=CC=CC=C3C2=O. Cell line: HT29. Synergy scores: CSS=52.2, Synergy_ZIP=3.44, Synergy_Bliss=5.54, Synergy_Loewe=-57.1, Synergy_HSA=6.06. (2) Drug 1: CN(CCCl)CCCl.Cl. Drug 2: CC12CCC3C(C1CCC2OP(=O)(O)O)CCC4=C3C=CC(=C4)OC(=O)N(CCCl)CCCl.[Na+]. Cell line: NCI-H226. Synergy scores: CSS=6.57, Synergy_ZIP=-4.27, Synergy_Bliss=-6.43, Synergy_Loewe=-47.3, Synergy_HSA=-9.63. (3) Drug 1: CN(CC1=CN=C2C(=N1)C(=NC(=N2)N)N)C3=CC=C(C=C3)C(=O)NC(CCC(=O)O)C(=O)O. Drug 2: CC1CCCC2(C(O2)CC(NC(=O)CC(C(C(=O)C(C1O)C)(C)C)O)C(=CC3=CSC(=N3)C)C)C. Cell line: HOP-92. Synergy scores: CSS=31.9, Synergy_ZIP=-9.68, Synergy_Bliss=-10.8, Synergy_Loewe=-4.37, Synergy_HSA=-2.56. (4) Drug 1: C1CCC(CC1)NC(=O)N(CCCl)N=O. Drug 2: CC1C(C(CC(O1)OC2CC(OC(C2O)C)OC3=CC4=CC5=C(C(=O)C(C(C5)C(C(=O)C(C(C)O)O)OC)OC6CC(C(C(O6)C)O)OC7CC(C(C(O7)C)O)OC8CC(C(C(O8)C)O)(C)O)C(=C4C(=C3C)O)O)O)O. Cell line: KM12. Synergy scores: CSS=25.3, Synergy_ZIP=0.673, Synergy_Bliss=2.96, Synergy_Loewe=8.61, Synergy_HSA=6.20. (5) Drug 1: CS(=O)(=O)CCNCC1=CC=C(O1)C2=CC3=C(C=C2)N=CN=C3NC4=CC(=C(C=C4)OCC5=CC(=CC=C5)F)Cl. Drug 2: C1C(C(OC1N2C=NC(=NC2=O)N)CO)O. Cell line: HCT-15. Synergy scores: CSS=14.2, Synergy_ZIP=-3.97, Synergy_Bliss=-0.549, Synergy_Loewe=2.36, Synergy_HSA=2.52. (6) Synergy scores: CSS=53.6, Synergy_ZIP=6.03, Synergy_Bliss=5.40, Synergy_Loewe=-11.6, Synergy_HSA=10.6. Drug 1: C1CN(P(=O)(OC1)NCCCl)CCCl. Cell line: HOP-92. Drug 2: CC1C(C(CC(O1)OC2CC(CC3=C2C(=C4C(=C3O)C(=O)C5=CC=CC=C5C4=O)O)(C(=O)C)O)N)O. (7) Drug 1: CC1=C(C=C(C=C1)NC2=NC=CC(=N2)N(C)C3=CC4=NN(C(=C4C=C3)C)C)S(=O)(=O)N.Cl. Drug 2: C1=C(C(=O)NC(=O)N1)N(CCCl)CCCl. Cell line: MALME-3M. Synergy scores: CSS=18.2, Synergy_ZIP=-4.74, Synergy_Bliss=1.60, Synergy_Loewe=1.64, Synergy_HSA=2.55.